Dataset: Forward reaction prediction with 1.9M reactions from USPTO patents (1976-2016). Task: Predict the product of the given reaction. (1) Given the reactants C(OC(=O)[NH:7][CH2:8][CH2:9][CH2:10][NH:11][C:12]1[S:13][C:14]([C:18]([CH:20]2[CH2:22][CH2:21]2)=[O:19])=[C:15]([NH2:17])[N:16]=1)(C)(C)C.Cl, predict the reaction product. The product is: [NH2:17][C:15]1[N:16]=[C:12]([NH:11][CH2:10][CH2:9][CH2:8][NH2:7])[S:13][C:14]=1[C:18]([CH:20]1[CH2:21][CH2:22]1)=[O:19]. (2) The product is: [CH3:14][N:13]([CH3:15])[CH:12]=[CH:19][C:18]([C:7]1[CH:6]=[N:5][CH:4]=[CH:9][CH:8]=1)=[O:20]. Given the reactants C([C:4]1[CH:9]=[CH:8][CH:7]=[CH:6][N:5]=1)(=O)C.CO[CH:12](OC)[N:13]([CH3:15])[CH3:14].[CH2:18]([O:20]CC)[CH3:19], predict the reaction product. (3) Given the reactants Cl[C:2]1[CH:3]=[C:4]([O:11][CH2:12][CH2:13][O:14][CH3:15])[C:5]([N+:8]([O-:10])=[O:9])=[N:6][CH:7]=1.[C:16]1([OH:22])[CH:21]=[CH:20][CH:19]=[CH:18][CH:17]=1.C([O-])([O-])=O.[K+].[K+].O, predict the reaction product. The product is: [CH3:15][O:14][CH2:13][CH2:12][O:11][C:4]1[C:5]([N+:8]([O-:10])=[O:9])=[N:6][CH:7]=[C:2]([O:22][C:16]2[CH:21]=[CH:20][CH:19]=[CH:18][CH:17]=2)[CH:3]=1.